Dataset: Catalyst prediction with 721,799 reactions and 888 catalyst types from USPTO. Task: Predict which catalyst facilitates the given reaction. (1) Reactant: [NH2:1][C:2]1[O:3][C:4]2[CH:10]=[CH:9][C:8]([C:11]3[CH2:16][CH2:15][N:14]([C:17]([O:19][C:20]([CH3:23])([CH3:22])[CH3:21])=[O:18])[CH2:13][CH:12]=3)=[CH:7][C:5]=2[N:6]=1. Product: [NH2:1][C:2]1[O:3][C:4]2[CH:10]=[CH:9][C:8]([CH:11]3[CH2:16][CH2:15][N:14]([C:17]([O:19][C:20]([CH3:23])([CH3:22])[CH3:21])=[O:18])[CH2:13][CH2:12]3)=[CH:7][C:5]=2[N:6]=1. The catalyst class is: 19. (2) Reactant: [CH2:1]([C@H:8]([NH:23][C:24](=[O:38])[C:25]1[CH:30]=[C:29]([N:31]2[CH2:35][CH2:34][CH2:33][C:32]2=[O:36])[CH:28]=[C:27]([OH:37])[CH:26]=1)[C@@H:9]([OH:22])[CH2:10][C@H:11]([C:13](=[O:21])[NH:14][CH2:15][CH2:16][C:17]([CH3:20])([CH3:19])[CH3:18])[CH3:12])[C:2]1[CH:7]=[CH:6][CH:5]=[CH:4][CH:3]=1.[C:39]1(B(O)O)[CH:44]=[CH:43][CH:42]=[CH:41][CH:40]=1.C(N(CC)CC)C. Product: [CH2:1]([C@H:8]([NH:23][C:24](=[O:38])[C:25]1[CH:26]=[C:27]([O:37][C:39]2[CH:44]=[CH:43][CH:42]=[CH:41][CH:40]=2)[CH:28]=[C:29]([N:31]2[CH2:35][CH2:34][CH2:33][C:32]2=[O:36])[CH:30]=1)[C@@H:9]([OH:22])[CH2:10][C@H:11]([C:13](=[O:21])[NH:14][CH2:15][CH2:16][C:17]([CH3:19])([CH3:18])[CH3:20])[CH3:12])[C:2]1[CH:7]=[CH:6][CH:5]=[CH:4][CH:3]=1. The catalyst class is: 4. (3) Reactant: [CH:1]1[C:10]2[C:5](=[C:6](B(O)O)[CH:7]=[CH:8][CH:9]=2)[CH:4]=[CH:3][N:2]=1.Br[C:15]1[CH:20]=[CH:19][C:18]([NH:21][C:22]([C:24]2[C:25](=[O:41])[N:26]([C:35]3[CH:40]=[CH:39][CH:38]=[CH:37][CH:36]=3)[N:27]([CH2:30][C:31]([OH:34])([CH3:33])[CH3:32])[C:28]=2[CH3:29])=[O:23])=[CH:17][C:16]=1[CH3:42].C([O-])(O)=O.[Na+].N#N. Product: [OH:34][C:31]([CH3:33])([CH3:32])[CH2:30][N:27]1[C:28]([CH3:29])=[C:24]([C:22]([NH:21][C:18]2[CH:19]=[CH:20][C:15]([C:6]3[CH:7]=[CH:8][CH:9]=[C:10]4[C:5]=3[CH:4]=[CH:3][N:2]=[CH:1]4)=[C:16]([CH3:42])[CH:17]=2)=[O:23])[C:25](=[O:41])[N:26]1[C:35]1[CH:40]=[CH:39][CH:38]=[CH:37][CH:36]=1. The catalyst class is: 819. (4) Reactant: [CH3:1][C:2]1[C:6]([O:7][CH2:8][C:9]2[CH:14]=[CH:13][C:12]([S:15]([N:18]([CH2:44][CH:45]([CH3:47])[CH3:46])[C:19]3[CH:24]=[CH:23][C:22]([CH:25]([CH2:35][O:36][Si](C)(C)C(C)(C)C)[CH2:26][O:27][Si](C)(C)C(C)(C)C)=[CH:21][CH:20]=3)(=[O:17])=[O:16])=[CH:11][CH:10]=2)=[C:5]([CH3:48])[O:4][N:3]=1.CCCC[N+](CCCC)(CCCC)CCCC.[F-]. Product: [OH:27][CH2:26][CH:25]([C:22]1[CH:21]=[CH:20][C:19]([N:18]([CH2:44][CH:45]([CH3:47])[CH3:46])[S:15]([C:12]2[CH:13]=[CH:14][C:9]([CH2:8][O:7][C:6]3[C:2]([CH3:1])=[N:3][O:4][C:5]=3[CH3:48])=[CH:10][CH:11]=2)(=[O:17])=[O:16])=[CH:24][CH:23]=1)[CH2:35][OH:36]. The catalyst class is: 7. (5) Reactant: Cl[CH2:2][C:3]([N:5]1[CH2:10][CH2:9][O:8][CH2:7][CH2:6]1)=[O:4].[C:11]1([C:35]2[CH:40]=[CH:39][CH:38]=[CH:37][CH:36]=2)[CH:16]=[CH:15][C:14]([CH2:17][C@@H:18]([NH:27]C(OC(C)(C)C)=O)[CH2:19][C@:20]([CH2:25][OH:26])([CH3:24])[C:21]([OH:23])=[O:22])=[CH:13][CH:12]=1.CCN(CC)CC. Product: [N:5]1([C:3](=[O:4])[CH2:2][O:23][C:21](=[O:22])[C@@:20]([CH2:25][OH:26])([CH3:24])[CH2:19][C@H:18]([NH2:27])[CH2:17][C:14]2[CH:15]=[CH:16][C:11]([C:35]3[CH:40]=[CH:39][CH:38]=[CH:37][CH:36]=3)=[CH:12][CH:13]=2)[CH2:10][CH2:9][O:8][CH2:7][CH2:6]1. The catalyst class is: 21. (6) Reactant: [C:1]([O:5][C:6]([NH:8][CH:9]1[CH2:13][CH2:12][N:11]([S:14]([C:17]2[C:18]3[C:19](Br)=[CH:20][N:21]=[CH:22][C:23]=3[CH:24]=[CH:25][CH:26]=2)(=[O:16])=[O:15])[CH2:10]1)=[O:7])([CH3:4])([CH3:3])[CH3:2].[C:28](C1C=C(C)C=C(C(C)(C)C)C=1O)(C)(C)[CH3:29].C(C([Sn])=C(CCCC)CCCC)CCC. Product: [C:1]([O:5][C:6]([NH:8][CH:9]1[CH2:13][CH2:12][N:11]([S:14]([C:17]2[C:18]3[C:19]([CH:28]=[CH2:29])=[CH:20][N:21]=[CH:22][C:23]=3[CH:24]=[CH:25][CH:26]=2)(=[O:16])=[O:15])[CH2:10]1)=[O:7])([CH3:4])([CH3:3])[CH3:2]. The catalyst class is: 109. (7) Reactant: [H-].[Na+].[NH:3]1[CH:8]=[CH:7][CH:6]=[CH:5][C:4]1=[O:9].Cl[CH2:11][CH:12]=[CH:13][C:14]1[S:15][CH:16]=[C:17]([C:19]2[CH:24]=[CH:23][C:22]([F:25])=[CH:21][CH:20]=2)[N:18]=1. Product: [F:25][C:22]1[CH:21]=[CH:20][C:19]([C:17]2[N:18]=[C:14]([CH:13]=[CH:12][CH2:11][N:3]3[CH:8]=[CH:7][CH:6]=[CH:5][C:4]3=[O:9])[S:15][CH:16]=2)=[CH:24][CH:23]=1. The catalyst class is: 3. (8) Reactant: O.[OH-].[Li+].C[O:5][C:6]([CH:8]1[CH2:12][C:11](=[O:13])[N:10]([C:14]2[CH:15]=[CH:16][C:17]3[O:18][CH2:19][C:20](=[O:24])[NH:21][C:22]=3[N:23]=2)[CH2:9]1)=[O:7].Cl. Product: [O:13]=[C:11]1[N:10]([C:14]2[CH:15]=[CH:16][C:17]3[O:18][CH2:19][C:20](=[O:24])[NH:21][C:22]=3[N:23]=2)[CH2:9][CH:8]([C:6]([OH:7])=[O:5])[CH2:12]1. The catalyst class is: 5.